Predict the reaction yield, written as a fraction of the theoretical maximum amount of product (1.0 means a 100% yield; for example, 0.34 means a 34% yield). From a dataset of Reaction yield outcomes from USPTO patents with 853,638 reactions. The reactants are [N:1]1[C:10]2[C:5](=[CH:6][CH:7]=[CH:8][CH:9]=2)[CH:4]=[CH:3][C:2]=1[NH:11][CH2:12][CH2:13][CH2:14][NH2:15].[Cl:16][C:17]1[CH:18]=[C:19]([CH:22]=[CH:23][C:24]=1[Cl:25])[CH:20]=O. No catalyst specified. The product is [Cl:16][C:17]1[CH:18]=[C:19]([CH2:20][CH:14]([NH2:15])[CH2:13][CH2:12][NH:11][C:2]2[CH:3]=[CH:4][C:5]3[C:10](=[CH:9][CH:8]=[CH:7][CH:6]=3)[N:1]=2)[CH:22]=[CH:23][C:24]=1[Cl:25]. The yield is 0.440.